From a dataset of Reaction yield outcomes from USPTO patents with 853,638 reactions. Predict the reaction yield, written as a fraction of the theoretical maximum amount of product (1.0 means a 100% yield; for example, 0.34 means a 34% yield). (1) The reactants are [CH3:1][O:2][C:3]([C:5]1([C:8]2[CH:13]=[C:12]([I:14])[C:11]([OH:15])=[C:10]([I:16])[CH:9]=2)[CH2:7][CH2:6]1)=[O:4].Cl[CH2:18][C:19]([CH3:21])=[CH2:20].C([O-])([O-])=O.[K+].[K+]. The catalyst is CC(C)=O.[Na+].[I-]. The product is [CH3:1][O:2][C:3]([C:5]1([C:8]2[CH:9]=[C:10]([I:16])[C:11]([O:15][CH2:20][C:19]([CH3:21])=[CH2:18])=[C:12]([I:14])[CH:13]=2)[CH2:7][CH2:6]1)=[O:4]. The yield is 0.970. (2) The reactants are [OH:1][C:2]1[C:3]([C:13]#[N:14])=[CH:4][C:5]2[C:6](=[O:12])[CH2:7][CH2:8][CH2:9][C:10]=2[CH:11]=1.[CH3:15][O:16][C:17]1[CH:18]=[C:19]([CH:24]=[CH:25][CH:26]=1)[C:20](=[O:23])[CH2:21]Br.C(=O)([O-])[O-].[K+].[K+].C(OCC)(=O)C. The catalyst is CN(C)C=O.O. The product is [NH2:14][C:13]1[C:3]2[CH:4]=[C:5]3[C:10]([CH2:9][CH2:8][CH2:7][C:6]3=[O:12])=[CH:11][C:2]=2[O:1][C:21]=1[C:20](=[O:23])[C:19]1[CH:24]=[CH:25][CH:26]=[C:17]([O:16][CH3:15])[CH:18]=1. The yield is 0.240. (3) The reactants are I[C:2]1[N:3]([CH3:13])[N:4]=[C:5]2[C:10]=1[CH:9]=[CH:8][C:7]([O:11][CH3:12])=[CH:6]2.[NH2:14][C:15]1[C:16]([C:25]#[CH:26])=[N:17][CH:18]=[CH:19][C:20]=1[C:21]([O:23][CH3:24])=[O:22]. The catalyst is C(#N)C.Cl[Pd](Cl)([P](C1C=CC=CC=1)(C1C=CC=CC=1)C1C=CC=CC=1)[P](C1C=CC=CC=1)(C1C=CC=CC=1)C1C=CC=CC=1.[Cu]I. The product is [NH2:14][C:15]1[C:16]([C:25]#[C:26][C:2]2[N:3]([CH3:13])[N:4]=[C:5]3[C:10]=2[CH:9]=[CH:8][C:7]([O:11][CH3:12])=[CH:6]3)=[N:17][CH:18]=[CH:19][C:20]=1[C:21]([O:23][CH3:24])=[O:22]. The yield is 0.300. (4) The yield is 0.980. The catalyst is C(O)C. The reactants are [F:1][C:2]([F:18])([F:17])[C:3]1[CH:4]=[C:5]([C:9]2[N:14]=[C:13]([CH:15]=O)[CH:12]=[CH:11][CH:10]=2)[CH:6]=[CH:7][CH:8]=1.Cl.[NH2:20][OH:21].C(N(CC)CC)C.O. The product is [F:1][C:2]([F:18])([F:17])[C:3]1[CH:4]=[C:5]([C:9]2[N:14]=[C:13]([CH:15]=[N:20][OH:21])[CH:12]=[CH:11][CH:10]=2)[CH:6]=[CH:7][CH:8]=1. (5) The reactants are [Cl-].O[NH3+:3].[C:4](=[O:7])([O-])[OH:5].[Na+].CS(C)=O.[F:13][C:14]1[CH:15]=[C:16]([C:41]2[C:42]([C:47]#[N:48])=[CH:43][CH:44]=[CH:45][CH:46]=2)[CH:17]=[CH:18][C:19]=1[CH2:20][C:21]1[C:26](=[O:27])[N:25]([C:28]2[CH:33]=[CH:32][C:31]([O:34][CH:35]=[CH2:36])=[CH:30][CH:29]=2)[C:24]([CH3:37])=[N:23][C:22]=1[CH2:38][CH2:39][CH3:40]. The catalyst is C(OCC)(=O)C. The product is [F:13][C:14]1[CH:15]=[C:16]([C:41]2[CH:46]=[CH:45][CH:44]=[CH:43][C:42]=2[C:47]2[NH:3][C:4](=[O:7])[O:5][N:48]=2)[CH:17]=[CH:18][C:19]=1[CH2:20][C:21]1[C:26](=[O:27])[N:25]([C:28]2[CH:33]=[CH:32][C:31]([O:34][CH:35]=[CH2:36])=[CH:30][CH:29]=2)[C:24]([CH3:37])=[N:23][C:22]=1[CH2:38][CH2:39][CH3:40]. The yield is 0.670. (6) The reactants are C([O:4][CH2:5][C@H:6]1[CH2:11][O:10][C@@H:9]([C:12]2[CH:17]=[CH:16][N:15]=[CH:14][C:13]=2[NH:18][C:19](=[O:35])[C:20]2[CH:25]=[CH:24][C:23]([F:26])=[C:22]([C:27]3[C:32]([F:33])=[CH:31][CH:30]=[CH:29][C:28]=3[F:34])[N:21]=2)[O:8][CH2:7]1)(=O)C.[Li+].[OH-].Cl. The catalyst is CO.C1COCC1. The product is [F:34][C:28]1[CH:29]=[CH:30][CH:31]=[C:32]([F:33])[C:27]=1[C:22]1[N:21]=[C:20]([C:19]([NH:18][C:13]2[CH:14]=[N:15][CH:16]=[CH:17][C:12]=2[C@H:9]2[O:10][CH2:11][C@@H:6]([CH2:5][OH:4])[CH2:7][O:8]2)=[O:35])[CH:25]=[CH:24][C:23]=1[F:26]. The yield is 1.00. (7) The reactants are F[C:2]1[CH:12]=[CH:11][C:5]([C:6]([O:8][CH2:9][CH3:10])=[O:7])=[CH:4][CH:3]=1.[CH:13]1([N:17]2[CH2:22][CH2:21][NH:20][CH2:19][CH2:18]2)[CH2:16][CH2:15][CH2:14]1.C(=O)([O-])[O-].[K+].[K+]. The catalyst is CS(C)=O. The product is [CH:13]1([N:17]2[CH2:22][CH2:21][N:20]([C:2]3[CH:12]=[CH:11][C:5]([C:6]([O:8][CH2:9][CH3:10])=[O:7])=[CH:4][CH:3]=3)[CH2:19][CH2:18]2)[CH2:16][CH2:15][CH2:14]1. The yield is 0.329. (8) The reactants are [CH3:1][C:2]1[C:7]2[NH:8][CH:9]=[N:10][C:6]=2[C:5]([C:11](O)=[O:12])=[CH:4][C:3]=1[N+:14]([O-:16])=[O:15].S(N)([NH2:20])(=O)=O.N1C=CC=CC=1. The catalyst is O. The product is [CH3:1][C:2]1[C:7]2[NH:8][CH:9]=[N:10][C:6]=2[C:5]([C:11]([NH2:20])=[O:12])=[CH:4][C:3]=1[N+:14]([O-:16])=[O:15]. The yield is 0.850. (9) The reactants are [CH3:1][C:2]([CH3:9])([CH2:6][CH2:7][OH:8])[CH2:3][CH2:4][OH:5].[H-].[Na+].Br[CH2:13][CH2:14][O:15][Si:16]([C:19]([CH3:22])([CH3:21])[CH3:20])([CH3:18])[CH3:17].O. The catalyst is CN(C)C=O. The product is [C:19]([Si:16]([CH3:18])([CH3:17])[O:15][CH2:14][CH2:13][O:5][CH2:4][CH2:3][C:2]([CH3:9])([CH3:1])[CH2:6][CH2:7][OH:8])([CH3:22])([CH3:21])[CH3:20]. The yield is 0.0900. (10) The reactants are [O:1]=[C:2]1[NH:6][C:5](=[O:7])[C:4](=[CH:8][C:9]2[CH:14]=[CH:13][C:12]([C:15]3[CH:20]=[CH:19][CH:18]=[C:17]([CH2:21][N:22]([CH2:30][CH2:31][CH3:32])[C:23](=[O:29])[O:24][C:25]([CH3:28])([CH3:27])[CH3:26])[CH:16]=3)=[CH:11][CH:10]=2)[S:3]1. The catalyst is C(OCC)(=O)C.CN(C)C=O. The product is [O:1]=[C:2]1[NH:6][C:5](=[O:7])[CH:4]([CH2:8][C:9]2[CH:10]=[CH:11][C:12]([C:15]3[CH:20]=[CH:19][CH:18]=[C:17]([CH2:21][N:22]([CH2:30][CH2:31][CH3:32])[C:23](=[O:29])[O:24][C:25]([CH3:26])([CH3:28])[CH3:27])[CH:16]=3)=[CH:13][CH:14]=2)[S:3]1. The yield is 0.100.